From a dataset of NCI-60 drug combinations with 297,098 pairs across 59 cell lines. Regression. Given two drug SMILES strings and cell line genomic features, predict the synergy score measuring deviation from expected non-interaction effect. (1) Drug 1: CCCCCOC(=O)NC1=NC(=O)N(C=C1F)C2C(C(C(O2)C)O)O. Drug 2: CN(C(=O)NC(C=O)C(C(C(CO)O)O)O)N=O. Cell line: EKVX. Synergy scores: CSS=3.03, Synergy_ZIP=-3.07, Synergy_Bliss=-5.40, Synergy_Loewe=-6.17, Synergy_HSA=-4.83. (2) Drug 1: C1CN1C2=NC(=NC(=N2)N3CC3)N4CC4. Drug 2: CC1C(C(CC(O1)OC2CC(CC3=C2C(=C4C(=C3O)C(=O)C5=C(C4=O)C(=CC=C5)OC)O)(C(=O)CO)O)N)O.Cl. Cell line: MDA-MB-231. Synergy scores: CSS=33.5, Synergy_ZIP=-6.61, Synergy_Bliss=-3.93, Synergy_Loewe=-2.71, Synergy_HSA=-0.661. (3) Drug 1: CC=C1C(=O)NC(C(=O)OC2CC(=O)NC(C(=O)NC(CSSCCC=C2)C(=O)N1)C(C)C)C(C)C. Drug 2: C(CCl)NC(=O)N(CCCl)N=O. Cell line: T-47D. Synergy scores: CSS=8.73, Synergy_ZIP=9.48, Synergy_Bliss=9.86, Synergy_Loewe=-7.52, Synergy_HSA=10.2.